From a dataset of Full USPTO retrosynthesis dataset with 1.9M reactions from patents (1976-2016). Predict the reactants needed to synthesize the given product. (1) Given the product [O:4]1[C:5]2[C:10](=[CH:9][CH:8]=[C:7]([O:13][S:14]([C:17]([F:18])([F:19])[F:20])(=[O:15])=[O:16])[CH:6]=2)[CH:11]=[CH:12][CH2:1]1, predict the reactants needed to synthesize it. The reactants are: [CH2:1]([O:4][C:5]1[CH:6]=[C:7]([O:13][S:14]([C:17]([F:20])([F:19])[F:18])(=[O:16])=[O:15])[CH:8]=[CH:9][C:10]=1[CH:11]=[CH2:12])C=C. (2) Given the product [CH2:1]([N:8]1[CH2:13][CH2:12][C@H:11]([O:14][C:21]2[CH:22]=[CH:23][CH:24]=[C:19]([Br:18])[CH:20]=2)[C@H:10]([CH3:15])[CH2:9]1)[C:2]1[CH:3]=[CH:4][CH:5]=[CH:6][CH:7]=1, predict the reactants needed to synthesize it. The reactants are: [CH2:1]([N:8]1[CH2:13][CH2:12][C@H:11]([OH:14])[C@H:10]([CH3:15])[CH2:9]1)[C:2]1[CH:7]=[CH:6][CH:5]=[CH:4][CH:3]=1.[H-].[Na+].[Br:18][C:19]1[CH:24]=[CH:23][CH:22]=[C:21](F)[CH:20]=1. (3) Given the product [NH2:15][C:14]1[CH:13]=[C:12]2[C:8]([CH2:9][CH2:10][N:11]2[CH2:18][C:19]2[CH:20]=[CH:21][C:22]([C:25]([F:26])([F:27])[F:28])=[CH:23][CH:24]=2)=[CH:7][C:6]=1[NH:5][C:3](=[O:4])[C:2]([CH3:29])([CH3:1])[CH3:30], predict the reactants needed to synthesize it. The reactants are: [CH3:1][C:2]([CH3:30])([CH3:29])[C:3]([NH:5][C:6]1[CH:7]=[C:8]2[C:12](=[CH:13][C:14]=1[N+:15]([O-])=O)[N:11]([CH2:18][C:19]1[CH:24]=[CH:23][C:22]([C:25]([F:28])([F:27])[F:26])=[CH:21][CH:20]=1)[CH2:10][CH2:9]2)=[O:4].ClC1SC(CN2C3C(=CC(N)=CC=3)CC2)=CC=1. (4) The reactants are: Br[C:2]1[S:22][C:5]2=[N:6][C:7]([CH3:21])=[CH:8][C:9]([NH:10][S:11]([C:14]3[CH:19]=[CH:18][CH:17]=[C:16]([Cl:20])[CH:15]=3)(=[O:13])=[O:12])=[C:4]2[C:3]=1[C:23]1[CH:28]=[CH:27][CH:26]=[C:25]([O:29][CH3:30])[CH:24]=1.CC1(C)C(C)(C)OB([C:39]2[CH:40]=[N:41][O:42][CH:43]=2)O1.C(=O)([O-])[O-].[K+].[K+].O. Given the product [Cl:20][C:16]1[CH:15]=[C:14]([S:11]([NH:10][C:9]2[CH:8]=[C:7]([CH3:21])[N:6]=[C:5]3[S:22][C:2]([C:39]4[CH:40]=[N:41][O:42][CH:43]=4)=[C:3]([C:23]4[CH:28]=[CH:27][CH:26]=[C:25]([O:29][CH3:30])[CH:24]=4)[C:4]=23)(=[O:13])=[O:12])[CH:19]=[CH:18][CH:17]=1, predict the reactants needed to synthesize it.